Dataset: Full USPTO retrosynthesis dataset with 1.9M reactions from patents (1976-2016). Task: Predict the reactants needed to synthesize the given product. (1) Given the product [S:1]1[CH:5]=[C:4]([CH2:6][N:7]2[CH:11]=[C:10]([NH:12][C:13]([C:15]3[C:23]4[C:18](=[CH:19][C:20]([C:37]5[CH:36]=[CH:35][NH:34][N:33]=5)=[CH:21][CH:22]=4)[NH:17][N:16]=3)=[O:14])[CH:9]=[N:8]2)[N:3]=[CH:2]1, predict the reactants needed to synthesize it. The reactants are: [S:1]1[CH:5]=[C:4]([CH2:6][N:7]2[CH:11]=[C:10]([NH:12][C:13]([C:15]3[C:23]4[C:18](=[CH:19][C:20](Br)=[CH:21][CH:22]=4)[N:17](COCC[Si](C)(C)C)[N:16]=3)=[O:14])[CH:9]=[N:8]2)[N:3]=[CH:2]1.[NH:33]1[CH:37]=[CH:36][CH2:35][N:34]1B(O)O.C(=O)([O-])[O-].[Na+].[Na+].C([SiH](C(C)C)C(C)C)(C)C. (2) Given the product [CH3:14][Si:11]([CH3:13])([CH3:12])[C:9]1[O:10][C:5]2[C:6](=[N:7][C:2]([CH:1]=[O:16])=[CH:3][CH:4]=2)[CH:8]=1, predict the reactants needed to synthesize it. The reactants are: [CH3:1][C:2]1[N:7]=[C:6]2[CH:8]=[C:9]([Si:11]([CH3:14])([CH3:13])[CH3:12])[O:10][C:5]2=[CH:4][CH:3]=1.[Se](=O)=[O:16]. (3) The reactants are: [CH3:1][CH:2]([CH3:6])[CH2:3][CH2:4][NH2:5].[C:7](O[C:7]([O:9][C:10]([CH3:13])([CH3:12])[CH3:11])=[O:8])([O:9][C:10]([CH3:13])([CH3:12])[CH3:11])=[O:8].C(N(CC)CC)C. Given the product [CH2:4]([NH:5][C:7](=[O:8])[O:9][C:10]([CH3:13])([CH3:12])[CH3:11])[CH2:3][CH:2]([CH3:6])[CH3:1], predict the reactants needed to synthesize it. (4) Given the product [CH3:19][N:18]([CH3:20])[CH2:17][CH2:16][N:14]1[CH:15]=[C:11]([C:8]2[CH:9]=[CH:10][C:5]([F:4])=[C:6]([C:27]([F:28])([F:29])[F:30])[CH:7]=2)[N:12]=[C:13]1[CH:21]1[CH2:26][CH2:25][N:24]([C:36]2[C:37]3[CH2:44][C:43](=[O:45])[N:42]([CH2:46][C:47]4[CH:52]=[CH:51][C:50]([O:53][CH3:54])=[CH:49][C:48]=4[O:55][CH3:56])[C:38]=3[N:39]=[CH:40][N:41]=2)[CH2:23][CH2:22]1, predict the reactants needed to synthesize it. The reactants are: Cl.Cl.Cl.[F:4][C:5]1[CH:10]=[CH:9][C:8]([C:11]2[N:12]=[C:13]([CH:21]3[CH2:26][CH2:25][NH:24][CH2:23][CH2:22]3)[N:14]([CH2:16][CH2:17][N:18]([CH3:20])[CH3:19])[CH:15]=2)=[CH:7][C:6]=1[C:27]([F:30])([F:29])[F:28].CS(C)=O.Cl[C:36]1[C:37]2[CH2:44][C:43](=[O:45])[N:42]([CH2:46][C:47]3[CH:52]=[CH:51][C:50]([O:53][CH3:54])=[CH:49][C:48]=3[O:55][CH3:56])[C:38]=2[N:39]=[CH:40][N:41]=1.